Task: Regression. Given a peptide amino acid sequence and an MHC pseudo amino acid sequence, predict their binding affinity value. This is MHC class I binding data.. Dataset: Peptide-MHC class I binding affinity with 185,985 pairs from IEDB/IMGT (1) The peptide sequence is WHTTKGAAL. The MHC is HLA-B07:02 with pseudo-sequence HLA-B07:02. The binding affinity (normalized) is 0.0847. (2) The peptide sequence is YVPTEFWGF. The MHC is HLA-A26:01 with pseudo-sequence HLA-A26:01. The binding affinity (normalized) is 0.750.